This data is from Forward reaction prediction with 1.9M reactions from USPTO patents (1976-2016). The task is: Predict the product of the given reaction. (1) Given the reactants [S:1]1[C:5]2[CH:6]=[CH:7][CH:8]=[CH:9][C:4]=2[N:3]=[C:2]1[C:10]1[C:11]([NH:15][CH:16]=O)=[N:12][NH:13][CH:14]=1.[H-].[Al+3].[Li+].[H-].[H-].[H-], predict the reaction product. The product is: [S:1]1[C:5]2[CH:6]=[CH:7][CH:8]=[CH:9][C:4]=2[N:3]=[C:2]1[C:10]1[CH:14]=[N:13][NH:12][C:11]=1[NH:15][CH3:16]. (2) Given the reactants [N:1]1([C:8]2[C:17]3[C:12](=[CH:13][CH:14]=[CH:15][CH:16]=3)[C:11]([C:18]#[N:19])=[CH:10][CH:9]=2)[CH2:7][CH2:6][CH2:5][CH2:4][CH2:3][NH:2]1.C([BH3-])#N.[Na+].[F:24][C:25]([F:30])([F:29])[C:26](O)=O.O.FC(F)(F)C=O, predict the reaction product. The product is: [F:24][C:25]([F:30])([F:29])[CH2:26][N:2]1[CH2:3][CH2:4][CH2:5][CH2:6][CH2:7][N:1]1[C:8]1[C:17]2[C:12](=[CH:13][CH:14]=[CH:15][CH:16]=2)[C:11]([C:18]#[N:19])=[CH:10][CH:9]=1. (3) Given the reactants C([CH:3]([OH:22])/[CH:4]=[CH:5]/[CH:6]=[CH:7]/[C:8]1[CH:13]=[CH:12][C:11]([O:14][CH2:15][C:16]([F:21])([F:20])[CH:17]([F:19])[F:18])=[CH:10][CH:9]=1)C, predict the reaction product. The product is: [F:20][C:16]([F:21])([CH:17]([F:18])[F:19])[CH2:15][O:14][C:11]1[CH:10]=[CH:9][C:8](/[CH:7]=[CH:6]/[CH:5]=[CH:4]/[CH:3]=[O:22])=[CH:13][CH:12]=1. (4) Given the reactants BrC1C=CC(O)=C([C:8]2[CH:17]=[CH:16][C:15]3[C:10](=[CH:11][CH:12]=[C:13]([C:18]4[N:22]([CH:23]5[CH2:28][CH2:27][CH2:26][CH2:25][CH2:24]5)[C:21]5[CH:29]=[CH:30][C:31]([C:33]([OH:35])=[O:34])=[CH:32][C:20]=5[N:19]=4)[CH:14]=3)[N:9]=2)C=1.[Cl:37][C:38]1[CH:43]=[CH:42][C:41]([C:44]2[S:45][C:46](C(=O)C)=[C:47]([CH3:49])[N:48]=2)=[CH:40][CH:39]=1.[OH-].[K+], predict the reaction product. The product is: [Cl:37][C:38]1[CH:39]=[CH:40][C:41]([C:44]2[S:45][C:46]([C:8]3[CH:17]=[CH:16][C:15]4[C:10](=[CH:11][CH:12]=[C:13]([C:18]5[N:22]([CH:23]6[CH2:24][CH2:25][CH2:26][CH2:27][CH2:28]6)[C:21]6[CH:29]=[CH:30][C:31]([C:33]([OH:35])=[O:34])=[CH:32][C:20]=6[N:19]=5)[CH:14]=4)[N:9]=3)=[C:47]([CH3:49])[N:48]=2)=[CH:42][CH:43]=1.